This data is from Full USPTO retrosynthesis dataset with 1.9M reactions from patents (1976-2016). The task is: Predict the reactants needed to synthesize the given product. The reactants are: [CH2:1]([O:3][C:4]1[CH:9]=[CH:8][CH:7]=[CH:6][C:5]=1[N:10]1[CH2:16][CH2:15][CH2:14][N:13]([CH2:17][CH2:18][CH2:19][CH2:20][O:21][C:22]2C=[C:30]3[C:25]([CH2:26][CH2:27][C:28](=[O:32])[NH:29]3)=[CH:24][CH:23]=2)[CH2:12][CH2:11]1)[CH3:2].[Na+].[I-].Cl.C(OC1C=CC=CC=1[N:45]1CCCNCC1)C.C([O-])([O-])=O.[K+].[K+]. Given the product [CH2:1]([O:3][C:4]1[CH:9]=[CH:8][CH:7]=[CH:6][C:5]=1[N:10]1[CH2:16][CH2:15][CH2:14][N:13]([CH2:17][CH2:18][CH2:19][CH2:20][O:21][C:22]2[N:45]=[C:30]3[C:25]([CH2:26][CH2:27][C:28](=[O:32])[NH:29]3)=[CH:24][CH:23]=2)[CH2:12][CH2:11]1)[CH3:2], predict the reactants needed to synthesize it.